This data is from Full USPTO retrosynthesis dataset with 1.9M reactions from patents (1976-2016). The task is: Predict the reactants needed to synthesize the given product. (1) Given the product [C:1]([O:5][C:6](=[O:7])[NH:8][C@@H:9]([CH2:15][C:16]1[CH:21]=[CH:20][CH:19]=[CH:18][CH:17]=1)[CH:10]([OH:14])[C:11](=[O:13])[NH:26][CH2:25][CH2:24][O:23][CH3:22])([CH3:2])([CH3:3])[CH3:4], predict the reactants needed to synthesize it. The reactants are: [C:1]([O:5][C:6]([NH:8][CH:9]([CH2:15][C:16]1[CH:21]=[CH:20][CH:19]=[CH:18][CH:17]=1)[CH:10]([OH:14])[C:11]([OH:13])=O)=[O:7])([CH3:4])([CH3:3])[CH3:2].[CH3:22][O:23][CH2:24][CH2:25][NH2:26].C(N(CC)C(C)C)(C)C.CN(C(ON1N=NC2C=CC=NC1=2)=[N+](C)C)C.F[P-](F)(F)(F)(F)F. (2) Given the product [C:18]([O:17][C:16]([N:15]([CH2:14][CH:9]1[CH:8]([C:4]2[CH:5]=[CH:6][CH:7]=[C:2]([F:1])[CH:3]=2)[CH2:13][CH2:12][N:11]([C:43]([O:45][C:46]2[CH:55]=[CH:54][C:49]([C:50]([OH:52])=[O:51])=[CH:48][CH:47]=2)=[O:44])[CH2:10]1)[C@@H:23]([C:25]1[C:34]2[C:29](=[CH:30][CH:31]=[CH:32][CH:33]=2)[CH:28]=[CH:27][CH:26]=1)[CH3:24])=[O:22])([CH3:19])([CH3:21])[CH3:20], predict the reactants needed to synthesize it. The reactants are: [F:1][C:2]1[CH:3]=[C:4]([CH:8]2[CH2:13][CH2:12][NH:11][CH2:10][CH:9]2[CH2:14][N:15]([C@@H:23]([C:25]2[C:34]3[C:29](=[CH:30][CH:31]=[CH:32][CH:33]=3)[CH:28]=[CH:27][CH:26]=2)[CH3:24])[C:16](=[O:22])[O:17][C:18]([CH3:21])([CH3:20])[CH3:19])[CH:5]=[CH:6][CH:7]=1.C(N(CC)CC)C.Cl[C:43]([O:45][C:46]1[CH:55]=[CH:54][C:49]([C:50]([O:52]C)=[O:51])=[CH:48][CH:47]=1)=[O:44]. (3) The reactants are: Cl[C:2]1[N:7]=[C:6]([O:8][CH3:9])[CH:5]=[CH:4][N:3]=1.[CH:10]([C:12]1[CH:13]=[C:14](B(O)O)[CH:15]=[CH:16][CH:17]=1)=[O:11]. Given the product [CH3:9][O:8][C:6]1[CH:5]=[CH:4][N:3]=[C:2]([C:16]2[CH:17]=[C:12]([CH:13]=[CH:14][CH:15]=2)[CH:10]=[O:11])[N:7]=1, predict the reactants needed to synthesize it. (4) Given the product [O:1]1[C:5]2[CH:6]=[CH:7][CH:8]=[CH:9][C:4]=2[CH2:3][CH:2]1[CH2:10][NH2:11], predict the reactants needed to synthesize it. The reactants are: [O:1]1[C:5]2[CH:6]=[CH:7][CH:8]=[CH:9][C:4]=2[CH2:3][CH:2]1[CH2:10][N:11]1C(=O)C2C(=CC=CC=2)C1=O.NN. (5) Given the product [CH2:1]([O:8][C:9]1[CH:14]=[CH:13][C:12]([N:15]([CH3:48])[C:16]([C:18]2[CH:19]=[C:20]([C:27]3[CH:28]=[C:29]4[C:34](=[CH:35][C:36]=3[C:37]([OH:39])=[O:38])[CH2:33][N:32]([C:41]([O:43][C:44]([CH3:46])([CH3:45])[CH3:47])=[O:42])[CH2:31][CH2:30]4)[N:21]3[C:26]=2[CH2:25][CH2:24][CH2:23][CH2:22]3)=[O:17])=[CH:11][CH:10]=1)[C:2]1[CH:3]=[CH:4][CH:5]=[CH:6][CH:7]=1, predict the reactants needed to synthesize it. The reactants are: [CH2:1]([O:8][C:9]1[CH:14]=[CH:13][C:12]([N:15]([CH3:48])[C:16]([C:18]2[CH:19]=[C:20]([C:27]3[CH:28]=[C:29]4[C:34](=[CH:35][C:36]=3[C:37]([O:39]C)=[O:38])[CH2:33][N:32]([C:41]([O:43][C:44]([CH3:47])([CH3:46])[CH3:45])=[O:42])[CH2:31][CH2:30]4)[N:21]3[C:26]=2[CH2:25][CH2:24][CH2:23][CH2:22]3)=[O:17])=[CH:11][CH:10]=1)[C:2]1[CH:7]=[CH:6][CH:5]=[CH:4][CH:3]=1.[Li+].[OH-].Cl. (6) Given the product [C:29]([C:28]1[CH:27]=[CH:26][C:25]([C:22]2[N:20]3[CH:21]=[C:16]([C:13]4[CH:14]=[CH:15][C:10]([C:8]([N:5]5[CH2:4][CH2:3][C:2]([NH:1][C:34](=[O:36])[CH3:35])([CH3:33])[CH2:7][CH2:6]5)=[O:9])=[CH:11][CH:12]=4)[CH:17]=[CH:18][C:19]3=[N:24][CH:23]=2)=[CH:32][CH:31]=1)#[N:30], predict the reactants needed to synthesize it. The reactants are: [NH2:1][C:2]1([CH3:33])[CH2:7][CH2:6][N:5]([C:8]([C:10]2[CH:15]=[CH:14][C:13]([C:16]3[CH:17]=[CH:18][C:19]4[N:20]([C:22]([C:25]5[CH:32]=[CH:31][C:28]([C:29]#[N:30])=[CH:27][CH:26]=5)=[CH:23][N:24]=4)[CH:21]=3)=[CH:12][CH:11]=2)=[O:9])[CH2:4][CH2:3]1.[C:34](Cl)(=[O:36])[CH3:35]. (7) Given the product [C:10]1([C:16]2[S:20][C:19]3=[N:21][C:22]([CH2:24][OH:25])=[CH:23][N:18]3[N:17]=2)[CH:11]=[CH:12][CH:13]=[CH:14][CH:15]=1, predict the reactants needed to synthesize it. The reactants are: CC(C[AlH]CC(C)C)C.[C:10]1([C:16]2[S:20][C:19]3=[N:21][C:22]([C:24](OCC)=[O:25])=[CH:23][N:18]3[N:17]=2)[CH:15]=[CH:14][CH:13]=[CH:12][CH:11]=1.